From a dataset of Retrosynthesis with 50K atom-mapped reactions and 10 reaction types from USPTO. Predict the reactants needed to synthesize the given product. Given the product CN(C)CC1CN(C2CCCCC2)C(=O)c2cccnc2O1, predict the reactants needed to synthesize it. The reactants are: CNC.O=C1c2cccnc2OC(CCl)CN1C1CCCCC1.